This data is from Forward reaction prediction with 1.9M reactions from USPTO patents (1976-2016). The task is: Predict the product of the given reaction. (1) Given the reactants Br[C:2]1[CH:3]=[N:4][C:5]2[C:10]([CH:11]=1)=[C:9]([F:12])[C:8]([CH2:13][C:14]1[N:18]3[N:19]=[C:20]([CH2:23][CH3:24])[CH:21]=[CH:22][C:17]3=[N:16][N:15]=1)=[C:7]([F:25])[CH:6]=2.[CH3:26][N:27]1[CH:31]=[C:30](B2OC(C)(C)C(C)(C)O2)[CH:29]=[N:28]1.C(=O)([O-])[O-].[Cs+].[Cs+], predict the reaction product. The product is: [CH2:23]([C:20]1[CH:21]=[CH:22][C:17]2[N:18]([C:14]([CH2:13][C:8]3[C:9]([F:12])=[C:10]4[C:5](=[CH:6][C:7]=3[F:25])[N:4]=[CH:3][C:2]([C:30]3[CH:29]=[N:28][N:27]([CH3:26])[CH:31]=3)=[CH:11]4)=[N:15][N:16]=2)[N:19]=1)[CH3:24]. (2) Given the reactants [F:1][C:2]1[CH:7]=[CH:6][C:5]([C@@H:8]([NH:10][C:11]2[S:12][C:13]([C:18]3[CH:26]=[CH:25][C:21]([C:22](Cl)=[O:23])=[CH:20][CH:19]=3)([CH3:17])[C:14](=[O:16])[N:15]=2)[CH3:9])=[CH:4][CH:3]=1.[NH:27]1[CH2:31][CH2:30][CH2:29][CH2:28]1.O, predict the reaction product. The product is: [F:1][C:2]1[CH:7]=[CH:6][C:5]([C@@H:8]([NH:10][C:11]2[S:12][C:13]([CH3:17])([C:18]3[CH:26]=[CH:25][C:21]([C:22]([N:27]4[CH2:31][CH2:30][CH2:29][CH2:28]4)=[O:23])=[CH:20][CH:19]=3)[C:14](=[O:16])[N:15]=2)[CH3:9])=[CH:4][CH:3]=1. (3) Given the reactants [CH2:1]([NH2:4])[CH:2]=[CH2:3].[CH3:5][C@@H:6]1[CH2:28][C:27]2[C:29](=[O:30])[C:22](=[C:23]([C:33]3C=CC=[CH:35][CH:34]=3)[C:24]([C:26]=2OC)=[O:25])[NH:21][C:19](=[O:20])[C:18]([CH3:39])=[CH:17][CH:16]=[CH:15][C@H:14]([O:40][CH3:41])[C@@H:13]([O:42][C:43]([NH2:45])=[O:44])[C:12]([CH3:46])=[CH:11][C@H:10]([CH3:47])[C@@H:9]([OH:48])[C@@H:8]([O:49][CH3:50])[CH2:7]1.[CH2:51]1[CH2:55][O:54][CH2:53][CH2:52]1, predict the reaction product. The product is: [C:43](=[O:44])([O:42][C@@H:13]1[C@@H:14]([O:40][CH3:41])[CH:15]=[CH:16][CH:17]=[C:18]([CH3:39])[C:19](=[O:20])[NH:21][C:22]2[C:29](=[O:30])[C:27]([CH2:28][C@@H:6]([CH3:5])[CH2:7][C@H:8]([O:49][CH3:50])[C@H:9]([OH:48])[C@@H:10]([CH3:47])[CH:11]=[C:12]1[CH3:46])=[C:26]([NH:4][CH2:1][CH:2]=[CH2:3])[C:24](=[O:25])[C:23]=2[C:33]1[CH:52]=[CH:51][C:55]([O:54][CH3:53])=[CH:35][CH:34]=1)[NH2:45]. (4) Given the reactants [NH2:1][C:2]1[CH:7]=[C:6]([C:8]2[CH:13]=[CH:12][N:11]=[CH:10][CH:9]=2)[CH:5]=[CH:4][C:3]=1[NH:14][S:15]([C:18]1[CH:23]=[CH:22][C:21]([Cl:24])=[CH:20][CH:19]=1)(=[O:17])=[O:16].[Br:25][C:26]1[CH:27]=[CH:28][C:29]([O:36][CH3:37])=[C:30]([S:32](Cl)(=[O:34])=[O:33])[CH:31]=1, predict the reaction product. The product is: [Br:25][C:26]1[CH:27]=[CH:28][C:29]([O:36][CH3:37])=[C:30]([S:32]([NH:1][C:2]2[CH:7]=[C:6]([C:8]3[CH:9]=[CH:10][N:11]=[CH:12][CH:13]=3)[CH:5]=[CH:4][C:3]=2[NH:14][S:15]([C:18]2[CH:23]=[CH:22][C:21]([Cl:24])=[CH:20][CH:19]=2)(=[O:16])=[O:17])(=[O:33])=[O:34])[CH:31]=1. (5) Given the reactants [CH2:1]([O:3][C:4]1[CH:9]=[CH:8][C:7]([NH:10][C:11](=[O:13])[CH3:12])=[CH:6][C:5]=1[CH2:14][CH3:15])[CH3:2].[N+:16]([O-])([OH:18])=[O:17], predict the reaction product. The product is: [CH2:1]([O:3][C:4]1[C:5]([CH2:14][CH3:15])=[CH:6][C:7]([NH:10][C:11](=[O:13])[CH3:12])=[C:8]([N+:16]([O-:18])=[O:17])[CH:9]=1)[CH3:2]. (6) Given the reactants [NH2:1][C:2]1[C:3]([NH:8][CH3:9])=[N:4][CH:5]=[CH:6][CH:7]=1.CO[C:12](=N)[C:13]([Cl:16])([Cl:15])[Cl:14], predict the reaction product. The product is: [CH3:9][N:8]1[C:3]2=[N:4][CH:5]=[CH:6][CH:7]=[C:2]2[N:1]=[C:12]1[C:13]([Cl:16])([Cl:15])[Cl:14]. (7) Given the reactants C1(S([CH:10]([C:61]2[C:66]([CH3:68])([CH3:67])[CH2:65][CH2:64][CH2:63][C:62]=2[CH3:69])[CH:11](O)[C:12]([CH3:59])=[CH:13][CH2:14][CH2:15][C:16]([CH3:58])=[CH:17][CH:18](S(C2C=CC=CC=2)(=O)=O)[CH2:19][CH:20]=[C:21]([CH3:48])[CH2:22][CH2:23][CH:24]=[C:25]([CH3:47])[CH:26](O)[CH:27](S(C2C=CC=CC=2)(=O)=O)[C:28]2[C:33]([CH3:35])([CH3:34])[CH2:32][CH2:31][CH2:30][C:29]=2[CH3:36])(=O)=O)C=CC=CC=1.N1C=CC=CC=1.P(Br)(Br)Br, predict the reaction product. The product is: [CH3:69][C:62]1[CH2:63][CH2:64][CH2:65][C:66]([CH3:67])([CH3:68])[C:61]=1/[CH:10]=[CH:11]/[C:12](/[CH3:59])=[CH:13]/[CH:14]=[CH:15]/[C:16](/[CH3:58])=[CH:17]/[CH:18]=[CH:19]/[CH:20]=[C:21](\[CH3:48])/[CH:22]=[CH:23]/[CH:24]=[C:25](\[CH3:47])/[CH:26]=[CH:27]/[C:28]1[C:33]([CH3:35])([CH3:34])[CH2:32][CH2:31][CH2:30][C:29]=1[CH3:36]. (8) Given the reactants [NH2:1][N:2]1[CH2:7][CH2:6][CH2:5][CH2:4][CH2:3]1.C[Al](C)C.C1(C)C=CC=CC=1.C([O:21][C:22]([C:24]1[CH:28]=[C:27]([C:29]2[CH:34]=[CH:33][C:32]([Cl:35])=[CH:31][C:30]=2[Cl:36])[N:26]([C:37]2[CH:42]=[CH:41][C:40]([Si:43]([CH3:46])([CH3:45])[CH3:44])=[CH:39][CH:38]=2)[C:25]=1[CH3:47])=O)C.Cl, predict the reaction product. The product is: [N:2]1([NH:1][C:22]([C:24]2[CH:28]=[C:27]([C:29]3[CH:34]=[CH:33][C:32]([Cl:35])=[CH:31][C:30]=3[Cl:36])[N:26]([C:37]3[CH:42]=[CH:41][C:40]([Si:43]([CH3:46])([CH3:45])[CH3:44])=[CH:39][CH:38]=3)[C:25]=2[CH3:47])=[O:21])[CH2:7][CH2:6][CH2:5][CH2:4][CH2:3]1. (9) Given the reactants [Cl:1][C:2]1[C:11]2[C:6](=[CH:7][C:8]([O:17][CH2:18][CH2:19][O:20][CH3:21])=[C:9]([O:12][CH2:13][CH2:14][O:15][CH3:16])[CH:10]=2)[N:5]=[CH:4][N:3]=1.[NH2:22][C:23]1[CH:24]=[C:25]([C:29]#[CH:30])[CH:26]=[CH:27][CH:28]=1.C(O)(=O)C(C(C(O)=O)O)O, predict the reaction product. The product is: [CH3:16][O:15][CH2:14][CH2:13][O:12][C:9]1[CH:10]=[C:11]2[C:2]([NH:22][C:23]3[CH:28]=[CH:27][CH:26]=[C:25]([C:29]#[CH:30])[CH:24]=3)=[N:3][CH:4]=[N:5][C:6]2=[CH:7][C:8]=1[O:17][CH2:18][CH2:19][O:20][CH3:21].[ClH:1].